From a dataset of Forward reaction prediction with 1.9M reactions from USPTO patents (1976-2016). Predict the product of the given reaction. (1) Given the reactants [CH:1]1([CH:7]([NH:19][C:20]2[CH:25]=[CH:24][C:23]([C:26]([N:28]([CH3:36])[CH2:29][CH2:30][C:31]([O:33]CC)=[O:32])=[O:27])=[CH:22][CH:21]=2)[C:8]2[O:9][C:10]3[CH:17]=[CH:16][C:15]([F:18])=[CH:14][C:11]=3[C:12]=2[CH3:13])[CH2:6][CH2:5][CH2:4][CH2:3][CH2:2]1.CCCCCC.C(O)C.CO.[OH-].[Na+], predict the reaction product. The product is: [CH:1]1([CH:7]([NH:19][C:20]2[CH:21]=[CH:22][C:23]([C:26]([N:28]([CH3:36])[CH2:29][CH2:30][C:31]([OH:33])=[O:32])=[O:27])=[CH:24][CH:25]=2)[C:8]2[O:9][C:10]3[CH:17]=[CH:16][C:15]([F:18])=[CH:14][C:11]=3[C:12]=2[CH3:13])[CH2:6][CH2:5][CH2:4][CH2:3][CH2:2]1. (2) Given the reactants C([NH:8][C@H:9]1[CH2:14][C@H:13]([C:15]2[CH:20]=[CH:19][N:18]=[CH:17][C:16]=2[N+:21]([O-])=O)[O:12][C@H:11]([C:24]([CH3:27])([CH3:26])[CH3:25])[C@H:10]1[OH:28])C1C=CC=CC=1.[CH3:41][C:40]([O:39][C:37](O[C:37]([O:39][C:40]([CH3:43])([CH3:42])[CH3:41])=[O:38])=[O:38])([CH3:43])[CH3:42], predict the reaction product. The product is: [NH2:21][C:16]1[CH:17]=[N:18][CH:19]=[CH:20][C:15]=1[C@@H:13]1[O:12][C@H:11]([C:24]([CH3:25])([CH3:27])[CH3:26])[C@@H:10]([OH:28])[C@@H:9]([NH:8][C:37](=[O:38])[O:39][C:40]([CH3:41])([CH3:42])[CH3:43])[CH2:14]1.[NH2:21][C:16]1[CH:17]=[N:18][CH:19]=[CH:20][C:15]=1[C@H:13]1[O:12][C@@H:11]([C:24]([CH3:25])([CH3:27])[CH3:26])[C@H:10]([OH:28])[C@H:9]([NH:8][C:37](=[O:38])[O:39][C:40]([CH3:41])([CH3:42])[CH3:43])[CH2:14]1.